From a dataset of Blood-brain barrier permeability regression values from the B3DB database. Regression/Classification. Given a drug SMILES string, predict its absorption, distribution, metabolism, or excretion properties. Task type varies by dataset: regression for continuous measurements (e.g., permeability, clearance, half-life) or binary classification for categorical outcomes (e.g., BBB penetration, CYP inhibition). For this dataset (b3db_regression), we predict Y. The Y is 0.800 log(BB ratio). The compound is CCCCC.